The task is: Predict the reaction yield, written as a fraction of the theoretical maximum amount of product (1.0 means a 100% yield; for example, 0.34 means a 34% yield).. This data is from Reaction yield outcomes from USPTO patents with 853,638 reactions. (1) The reactants are [CH3:1][O:2][CH2:3][CH2:4][CH2:5][O:6][C:7]1[CH:12]=[CH:11][N:10]=[C:9]([CH2:13][S:14]([C:16]2[NH:20][C:19]3[CH:21]=[CH:22][CH:23]=[CH:24][C:18]=3[N:17]=2)=[O:15])[C:8]=1[CH3:25].[OH-].[Na+:27]. The catalyst is CO. The product is [CH3:25][C:8]1[C:9]([CH2:13][S+:14]([O-:15])[C:16]2[N-:17][C:18]3[CH:24]=[CH:23][CH:22]=[CH:21][C:19]=3[N:20]=2)=[N:10][CH:11]=[CH:12][C:7]=1[O:6][CH2:5][CH2:4][CH2:3][O:2][CH3:1].[Na+:27]. The yield is 0.949. (2) The reactants are C[O:2][C:3](=[O:25])[C:4]1[CH:9]=[C:8]([C:10]2[CH:15]=[CH:14][C:13]([Cl:16])=[CH:12][CH:11]=2)[C:7]([O:17][CH2:18][C:19]2[N:20]([CH3:24])[CH:21]=[CH:22][N:23]=2)=[N:6][CH:5]=1.O.[OH-].[Li+].C(O)(=O)CC(CC(O)=O)(C(O)=O)O. The catalyst is O1CCCC1. The product is [Cl:16][C:13]1[CH:14]=[CH:15][C:10]([C:8]2[C:7]([O:17][CH2:18][C:19]3[N:20]([CH3:24])[CH:21]=[CH:22][N:23]=3)=[N:6][CH:5]=[C:4]([CH:9]=2)[C:3]([OH:25])=[O:2])=[CH:11][CH:12]=1. The yield is 1.00. (3) The reactants are Cl.Cl[C:3]1[CH:8]=[CH:7][N:6]=[CH:5][CH:4]=1.[F:9][C:10]([F:20])([F:19])[O:11][C:12]1[CH:17]=[CH:16][C:15]([OH:18])=[CH:14][CH:13]=1.C([O-])([O-])=O.[K+].[K+].[Na+].[Cl-]. The catalyst is C(OCC)(=O)C.O.CN(C=O)C. The product is [F:9][C:10]([F:19])([F:20])[O:11][C:12]1[CH:17]=[CH:16][C:15]([O:18][C:3]2[CH:8]=[CH:7][N:6]=[CH:5][CH:4]=2)=[CH:14][CH:13]=1. The yield is 0.520. (4) The reactants are [OH:1][CH:2]([C:11]1[CH:16]=[CH:15][C:14]([C:17]2[N:21]=[C:20]([C:22]3[O:26][N:25]=[C:24]([C:27]4[CH:32]=[CH:31][CH:30]=[CH:29][CH:28]=4)[C:23]=3[C:33]([F:36])([F:35])[F:34])[O:19][N:18]=2)=[CH:13][CH:12]=1)[C:3]([NH:5][CH2:6][CH2:7][C:8]([OH:10])=O)=[O:4].C[N:38]1[CH2:43][CH2:42][O:41]C[CH2:39]1.CN(C(ON1N=NC2C=CC=NC1=2)=[N+](C)C)C.F[P-](F)(F)(F)(F)F. The catalyst is CN(C=O)C. The product is [OH:1][CH:2]([C:11]1[CH:12]=[CH:13][C:14]([C:17]2[N:21]=[C:20]([C:22]3[O:26][N:25]=[C:24]([C:27]4[CH:32]=[CH:31][CH:30]=[CH:29][CH:28]=4)[C:23]=3[C:33]([F:34])([F:36])[F:35])[O:19][N:18]=2)=[CH:15][CH:16]=1)[C:3]([NH:5][CH2:6][CH2:7][C:8]([N:38]1[CH2:43][CH:42]([OH:41])[CH2:39]1)=[O:10])=[O:4]. The yield is 0.262.